From a dataset of Catalyst prediction with 721,799 reactions and 888 catalyst types from USPTO. Predict which catalyst facilitates the given reaction. (1) Reactant: [C:1]([O:5][C:6]([N:8]1[CH2:13][CH2:12][CH:11]([N:14]2[C:18]3=[N:19][CH:20]=[N:21][C:22](Cl)=[C:17]3[CH:16]=[N:15]2)[CH2:10][CH2:9]1)=[O:7])([CH3:4])([CH3:3])[CH3:2].[F:24][C:25]1[CH:30]=[CH:29][CH:28]=[CH:27][C:26]=1[OH:31]. The catalyst class is: 10. Product: [C:1]([O:5][C:6]([N:8]1[CH2:13][CH2:12][CH:11]([N:14]2[C:18]3=[N:19][CH:20]=[N:21][C:22]([O:31][C:26]4[CH:27]=[CH:28][CH:29]=[CH:30][C:25]=4[F:24])=[C:17]3[CH:16]=[N:15]2)[CH2:10][CH2:9]1)=[O:7])([CH3:4])([CH3:3])[CH3:2]. (2) Reactant: [CH2:1]([NH:3][CH2:4][CH3:5])[CH3:2].C(=O)([O-])[O-].[K+].[K+].[C:12]([O:16][C:17](=[O:20])[CH2:18]Br)([CH3:15])([CH3:14])[CH3:13]. Product: [C:12]([O:16][C:17](=[O:20])[CH2:18][N:3]([CH2:4][CH3:5])[CH2:1][CH3:2])([CH3:15])([CH3:14])[CH3:13]. The catalyst class is: 10. (3) Reactant: [Br:1][C:2]1[CH:9]=[CH:8][C:7]([O:10][Si:11]([C:24]([CH3:27])([CH3:26])[CH3:25])([C:18]2[CH:23]=[CH:22][CH:21]=[CH:20][CH:19]=2)[C:12]2[CH:17]=[CH:16][CH:15]=[CH:14][CH:13]=2)=[CH:6][C:3]=1[CH:4]=[O:5].[BH4-].[Na+]. Product: [Br:1][C:2]1[CH:9]=[CH:8][C:7]([O:10][Si:11]([C:24]([CH3:25])([CH3:26])[CH3:27])([C:12]2[CH:13]=[CH:14][CH:15]=[CH:16][CH:17]=2)[C:18]2[CH:23]=[CH:22][CH:21]=[CH:20][CH:19]=2)=[CH:6][C:3]=1[CH2:4][OH:5]. The catalyst class is: 100. (4) Reactant: [Cl:1][C:2]1[CH:8]=[CH:7][C:5]([NH2:6])=[C:4]([C@@:9]([OH:19])([C:14]#[C:15][CH:16]2[CH2:18][CH2:17]2)[C:10]([F:13])([F:12])[F:11])[CH:3]=1.[C:20](N1C=CN=C1)(N1C=CN=C1)=[O:21]. Product: [Cl:1][C:2]1[CH:8]=[CH:7][C:5]2[NH:6][C:20](=[O:21])[O:19][C@:9]([C:14]#[C:15][CH:16]3[CH2:18][CH2:17]3)([C:10]([F:12])([F:13])[F:11])[C:4]=2[CH:3]=1. The catalyst class is: 11. (5) Reactant: [F:1][C:2]1[CH:3]=[C:4]([CH:16]=[CH:17][C:18]=1[F:19])[C:5]([NH:7][CH2:8][CH2:9][C:10]1[CH:15]=[CH:14][CH:13]=[CH:12][CH:11]=1)=O.O=P12OP3(OP(OP(O3)(O1)=O)(=O)O2)=O.P(Cl)(Cl)(Cl)=O. Product: [F:1][C:2]1[CH:3]=[C:4]([C:5]2[C:15]3[C:10](=[CH:11][CH:12]=[CH:13][CH:14]=3)[CH2:9][CH2:8][N:7]=2)[CH:16]=[CH:17][C:18]=1[F:19]. The catalyst class is: 11.